This data is from Forward reaction prediction with 1.9M reactions from USPTO patents (1976-2016). The task is: Predict the product of the given reaction. (1) Given the reactants [CH3:1][C:2]1[S:3][C:4]([C:8]([OH:10])=O)=[C:5]([CH3:7])[N:6]=1.C(Cl)Cl.C(N1C=CN=C1)(N1C=CN=C1)=O.Cl.[CH3:27][NH:28][O:29][CH3:30], predict the reaction product. The product is: [CH3:30][O:29][N:28]([CH3:27])[C:8]([C:4]1[S:3][C:2]([CH3:1])=[N:6][C:5]=1[CH3:7])=[O:10]. (2) Given the reactants Cl.Cl.[CH3:3][N:4]1[CH2:9][CH2:8][NH:7][CH2:6][CH:5]1[CH2:10][OH:11].Br[CH2:13][C:14]([O:16][CH2:17][CH3:18])=[O:15].C([O-])([O-])=O.[K+].[K+], predict the reaction product. The product is: [CH2:17]([O:16][C:14](=[O:15])[CH2:13][N:7]1[CH2:8][CH2:9][N:4]([CH3:3])[CH:5]([CH2:10][OH:11])[CH2:6]1)[CH3:18].